This data is from Reaction yield outcomes from USPTO patents with 853,638 reactions. The task is: Predict the reaction yield, written as a fraction of the theoretical maximum amount of product (1.0 means a 100% yield; for example, 0.34 means a 34% yield). (1) The reactants are [CH:1]([O:14][C:15]1[C:24]2[N:23]=[CH:22][CH:21]=[N:20][C:19]=2[C:18]([OH:25])=[C:17]2[C:26](=[O:38])[N:27]([CH2:30][C:31]3[CH:36]=[CH:35][C:34]([F:37])=[CH:33][CH:32]=3)[C:28](=[O:29])[C:16]=12)([C:8]1[CH:13]=[CH:12][CH:11]=[CH:10][CH:9]=1)[C:2]1[CH:7]=[CH:6][CH:5]=[CH:4][CH:3]=1.[C:39]([O-])([O-])=O.[K+].[K+].CI. The catalyst is CN(C=O)C. The product is [CH:1]([O:14][C:15]1[C:24]2[N:23]=[CH:22][CH:21]=[N:20][C:19]=2[C:18]([O:25][CH3:39])=[C:17]2[C:26](=[O:38])[N:27]([CH2:30][C:31]3[CH:32]=[CH:33][C:34]([F:37])=[CH:35][CH:36]=3)[C:28](=[O:29])[C:16]=12)([C:2]1[CH:7]=[CH:6][CH:5]=[CH:4][CH:3]=1)[C:8]1[CH:9]=[CH:10][CH:11]=[CH:12][CH:13]=1. The yield is 0.780. (2) The reactants are [CH3:1][C:2]([C:4]1[CH:9]=[CH:8][C:7]([Br:10])=[CH:6][C:5]=1[OH:11])=[O:3].[C:12]1(=O)[CH2:15][CH2:14][CH2:13]1.N1CCCC1.Cl. The catalyst is C1(C)C=CC=CC=1. The product is [Br:10][C:7]1[CH:8]=[CH:9][C:4]2[C:2](=[O:3])[CH2:1][C:12]3([O:11][C:5]=2[CH:6]=1)[CH2:15][CH2:14][CH2:13]3. The yield is 0.546. (3) The reactants are [C:1]1([C:3](=[CH:5][CH:6]=[CH:7][CH:8]=1)[OH:4])[OH:2].S(=O)(=O)(O)O. The catalyst is [O-2].[O-2].[O-2].[O-2].[O-2].[V+5].[V+5].O. The product is [OH:2][C:1]1[C:3]([OH:4])=[CH:5][C:6]2[C:7]3[C:6](=[CH:5][C:3]([OH:4])=[C:1]([OH:2])[CH:8]=3)[C:7]3[C:6](=[CH:5][C:3]([OH:4])=[C:1]([OH:2])[CH:8]=3)[C:7]=2[CH:8]=1. The yield is 0.336. (4) The reactants are [N+:1]([C:4]1[CH:9]=[CH:8][C:7]([C:10]2[CH:15]=[CH:14][C:13]([C:16]([OH:18])=O)=[CH:12][CH:11]=2)=[CH:6][CH:5]=1)([O-:3])=[O:2].C(Cl)(=O)C(Cl)=O.Cl.[NH2:26][C@H:27]([C:31]([O:33][CH3:34])=[O:32])[CH:28]([CH3:30])[CH3:29].C(N(CC)CC)C. The catalyst is C(Cl)Cl.CN(C)C=O. The product is [CH3:34][O:33][C:31](=[O:32])[C@H:27]([CH:28]([CH3:30])[CH3:29])[NH:26][C:16]([C:13]1[CH:12]=[CH:11][C:10]([C:7]2[CH:6]=[CH:5][C:4]([N+:1]([O-:3])=[O:2])=[CH:9][CH:8]=2)=[CH:15][CH:14]=1)=[O:18]. The yield is 0.800. (5) The reactants are [I:1][C:2]1[CH:3]=[C:4]([CH:8]=[CH:9][C:10]=1[CH3:11])[C:5](Cl)=[O:6].[CH3:12][NH2:13].C1COCC1. The catalyst is C(Cl)Cl. The product is [I:1][C:2]1[CH:3]=[C:4]([CH:8]=[CH:9][C:10]=1[CH3:11])[C:5]([NH:13][CH3:12])=[O:6]. The yield is 0.950. (6) The reactants are [O:1]1[CH:5]=[CH:4][CH:3]=[C:2]1[C:6](=[O:10])[CH2:7][C:8]#[N:9].[C:11]1([CH3:21])[CH:16]=[CH:15][C:14]([S:17](Cl)(=[O:19])=[O:18])=[CH:13][CH:12]=1.C(N(CC)CC)C. The catalyst is ClCCl. The product is [CH3:21][C:11]1[CH:16]=[CH:15][C:14]([S:17]([O:10][C:6]([C:2]2[O:1][CH:5]=[CH:4][CH:3]=2)=[CH:7][C:8]#[N:9])(=[O:19])=[O:18])=[CH:13][CH:12]=1. The yield is 0.930. (7) The reactants are [CH3:1][N:2]([CH3:33])[C:3]([C:5]1[N:27]([CH:28]2[CH2:32][CH2:31][CH2:30][CH2:29]2)[C:8]2[N:9]=[C:10]([NH:13][C:14]3[CH:19]=[CH:18][C:17]([N:20]4[CH2:25][CH2:24][NH:23][C@H:22]([CH3:26])[CH2:21]4)=[CH:16][N:15]=3)[N:11]=[CH:12][C:7]=2[CH:6]=1)=[O:4].Br[CH2:35][CH2:36][OH:37]. The yield is 0.680. The product is [CH3:33][N:2]([CH3:1])[C:3]([C:5]1[N:27]([CH:28]2[CH2:32][CH2:31][CH2:30][CH2:29]2)[C:8]2[N:9]=[C:10]([NH:13][C:14]3[CH:19]=[CH:18][C:17]([N:20]4[CH2:25][CH2:24][N:23]([CH2:35][CH2:36][OH:37])[C@H:22]([CH3:26])[CH2:21]4)=[CH:16][N:15]=3)[N:11]=[CH:12][C:7]=2[CH:6]=1)=[O:4]. No catalyst specified. (8) The reactants are [F:1][C:2]1[CH:3]=[C:4]2[C:9](=[CH:10][CH:11]=1)[N:8]=[C:7]([CH3:12])[CH:6]=[CH:5]2.[Se](=O)=[O:14]. No catalyst specified. The product is [F:1][C:2]1[CH:3]=[C:4]2[C:9](=[CH:10][CH:11]=1)[N:8]=[C:7]([CH:12]=[O:14])[CH:6]=[CH:5]2. The yield is 0.700. (9) The reactants are COP([CH2:7][C:8](=[O:16])[C:9]([F:15])([F:14])[CH2:10][CH2:11][CH2:12][CH3:13])(=O)OC.[H-].[Li+].[O:19]=[C:20]1[O:24][C@H:23]2[CH2:25][C@@H:26]([O:30][C:31]([C:33]3[CH:38]=[CH:37][CH:36]=[CH:35][CH:34]=3)=[O:32])[C@H:27]([CH:28]=O)[C@H:22]2[CH2:21]1.O. The catalyst is COC(C)(C)C. The product is [F:15][C:9]([F:14])([CH2:10][CH2:11][CH2:12][CH3:13])[C:8](=[O:16])/[CH:7]=[CH:28]/[C@@H:27]1[C@@H:22]2[C@@H:23]([O:24][C:20](=[O:19])[CH2:21]2)[CH2:25][C@H:26]1[O:30][C:31]([C:33]1[CH:38]=[CH:37][CH:36]=[CH:35][CH:34]=1)=[O:32]. The yield is 0.0480.